This data is from Peptide-MHC class I binding affinity with 185,985 pairs from IEDB/IMGT. The task is: Regression. Given a peptide amino acid sequence and an MHC pseudo amino acid sequence, predict their binding affinity value. This is MHC class I binding data. (1) The peptide sequence is STSLSVSLV. The MHC is HLA-A01:01 with pseudo-sequence HLA-A01:01. The binding affinity (normalized) is 0.267. (2) The peptide sequence is GAMTNRAFI. The MHC is H-2-Db with pseudo-sequence H-2-Db. The binding affinity (normalized) is 0.733.